The task is: Predict the reaction yield, written as a fraction of the theoretical maximum amount of product (1.0 means a 100% yield; for example, 0.34 means a 34% yield).. This data is from Reaction yield outcomes from USPTO patents with 853,638 reactions. (1) The reactants are [F:1][C:2]([F:6])([F:5])[CH:3]=[CH2:4].[C:7]([O:11][CH3:12])(=[O:10])[CH2:8][SH:9]. The catalyst is N(C(C)(CC(C)(OC)C)C#N)=NC(C)(CC(OC)(C)C)C#N. The product is [F:1][C:2]([F:6])([F:5])[CH2:3][CH2:4][S:9][CH2:8][C:7]([O:11][CH3:12])=[O:10]. The yield is 0.980. (2) The reactants are Br[C:2]1[CH:7]=[CH:6][C:5]([N+:8]([O-:10])=[O:9])=[CH:4][CH:3]=1.C1C=CC(P(C2C=CC=CC=2)C2C=CC=CC=2)=CC=1.C(N(CCCC)CCCC)CCC.[B:43]1([CH:52]=[CH2:53])[O:47][C:46]([CH3:49])([CH3:48])[C:45]([CH3:51])([CH3:50])[O:44]1.Cl. The catalyst is C1(C)C=CC=CC=1.CCOC(C)=O.C([O-])(=O)C.[Pd+2].C([O-])(=O)C. The product is [CH3:48][C:46]1([CH3:49])[C:45]([CH3:51])([CH3:50])[O:44][B:43](/[CH:52]=[CH:53]/[C:2]2[CH:7]=[CH:6][C:5]([N+:8]([O-:10])=[O:9])=[CH:4][CH:3]=2)[O:47]1. The yield is 0.220. (3) The reactants are [NH2:1][C:2]1[N:7]=[CH:6][N:5]=[C:4]2[N:8]([C@@H:25]3[CH2:30][CH2:29][CH2:28][N:27]([C:31](=[O:35])[CH2:32][C:33]#[N:34])[CH2:26]3)[N:9]=[C:10]([C:11]3[CH:16]=[CH:15][C:14]([O:17][C:18]4[CH:23]=[CH:22][CH:21]=[CH:20][CH:19]=4)=[CH:13][C:12]=3[F:24])[C:3]=12.[CH:36]1([CH:39]=O)[CH2:38][CH2:37]1.N1CCCCC1.ClCCl. The catalyst is CO. The product is [NH2:1][C:2]1[N:7]=[CH:6][N:5]=[C:4]2[N:8]([C@@H:25]3[CH2:30][CH2:29][CH2:28][N:27]([C:31]([C:32](=[CH:39][CH:36]4[CH2:38][CH2:37]4)[C:33]#[N:34])=[O:35])[CH2:26]3)[N:9]=[C:10]([C:11]3[CH:16]=[CH:15][C:14]([O:17][C:18]4[CH:19]=[CH:20][CH:21]=[CH:22][CH:23]=4)=[CH:13][C:12]=3[F:24])[C:3]=12. The yield is 0.240. (4) The reactants are C([O:4][CH2:5][C:6]1[CH:7]=[C:8]2[CH2:15][CH2:14][CH2:13][O:12][C:9]2=[CH:10][N:11]=1)(=O)C.[OH-].[Na+].C(=O)([O-])[O-].[K+].[K+]. The catalyst is O1CCCC1.O. The product is [O:12]1[C:9]2=[CH:10][N:11]=[C:6]([CH2:5][OH:4])[CH:7]=[C:8]2[CH2:15][CH2:14][CH2:13]1. The yield is 1.00.